Dataset: Reaction yield outcomes from USPTO patents with 853,638 reactions. Task: Predict the reaction yield, written as a fraction of the theoretical maximum amount of product (1.0 means a 100% yield; for example, 0.34 means a 34% yield). (1) The reactants are [CH3:1][O:2][C:3]1[CH:8]=[C:7](F)[C:6]([CH3:10])=[CH:5][C:4]=1[N+:11]([O-:13])=[O:12].C([O-])([O-])=O.[K+].[K+].FC(F)(F)C(O)=O.FC(F)(F)C(O)=O.[NH:34]1[CH2:39][CH2:38][CH:37]([N:40]2[CH2:45][CH2:44][N:43]([C:46]([O:48][CH2:49][C:50]3[CH:55]=[CH:54][CH:53]=[CH:52][CH:51]=3)=[O:47])[CH2:42][CH2:41]2)[CH2:36][CH2:35]1.O. The catalyst is CS(C)=O. The product is [CH3:10][C:6]1[CH:5]=[C:4]([N+:11]([O-:13])=[O:12])[C:3]([O:2][CH3:1])=[CH:8][C:7]=1[N:34]1[CH2:39][CH2:38][CH:37]([N:40]2[CH2:41][CH2:42][N:43]([C:46]([O:48][CH2:49][C:50]3[CH:55]=[CH:54][CH:53]=[CH:52][CH:51]=3)=[O:47])[CH2:44][CH2:45]2)[CH2:36][CH2:35]1. The yield is 0.660. (2) The reactants are [C:1]([C:5]1[C:6](=[O:16])[C:7](=[O:15])[CH:8]=[C:9]([C:11]([CH3:14])([CH3:13])[CH3:12])[CH:10]=1)([CH3:4])([CH3:3])[CH3:2].[N+:17]([O-])([OH:19])=[O:18].O. The catalyst is C(O)(=O)C. The product is [C:11]([C:9]1[CH:10]=[C:5]([C:1]([CH3:4])([CH3:2])[CH3:3])[C:6](=[O:16])[C:7](=[O:15])[C:8]=1[N+:17]([O-:19])=[O:18])([CH3:14])([CH3:13])[CH3:12]. The yield is 0.240. (3) The reactants are [C:9](O[C:9]([O:11][C:12]([CH3:15])([CH3:14])[CH3:13])=[O:10])([O:11][C:12]([CH3:15])([CH3:14])[CH3:13])=[O:10].[CH2:16]([O:23][C:24](=[O:42])[CH:25]([NH:34][C:35]([O:37][C:38]([CH3:41])([CH3:40])[CH3:39])=[O:36])[CH2:26][CH2:27][C:28](=[O:33])[N:29]([O:31][CH3:32])[CH3:30])[C:17]1[CH:22]=[CH:21][CH:20]=[CH:19][CH:18]=1.C[N:44](C1C=CC=CN=1)C. The catalyst is C(#N)C. The product is [CH2:16]([O:23][C:24](=[O:42])[C:25]([NH:44][C:9]([O:11][C:12]([CH3:13])([CH3:14])[CH3:15])=[O:10])([NH:34][C:35]([O:37][C:38]([CH3:39])([CH3:41])[CH3:40])=[O:36])[CH2:26][CH2:27][C:28](=[O:33])[N:29]([O:31][CH3:32])[CH3:30])[C:17]1[CH:22]=[CH:21][CH:20]=[CH:19][CH:18]=1. The yield is 0.950. (4) The reactants are [F:1][C:2]1[CH:3]=[C:4]([CH:9]=[CH:10][C:11]=1[O:12][CH:13]([CH3:15])[CH3:14])[C:5]([O:7]C)=[O:6].[OH-].[Na+]. The catalyst is O1CCOCC1. The product is [F:1][C:2]1[CH:3]=[C:4]([CH:9]=[CH:10][C:11]=1[O:12][CH:13]([CH3:15])[CH3:14])[C:5]([OH:7])=[O:6]. The yield is 0.720. (5) The reactants are C([O:3][CH:4](OCC)[CH2:5][O:6][C:7]1[C:14]([O:15][CH3:16])=[CH:13][C:12]([O:17][CH3:18])=[CH:11][C:8]=1[CH:9]=O)C. The catalyst is C(O)(=O)C. The product is [CH3:18][O:17][C:12]1[CH:13]=[C:14]([O:15][CH3:16])[C:7]2[O:6][C:5]([CH:4]=[O:3])=[CH:9][C:8]=2[CH:11]=1. The yield is 0.280. (6) The reactants are [NH2:1][C@H:2]1[C:11]2[C:6](=[CH:7][CH:8]=[C:9]([Br:12])[CH:10]=2)[N:5]([C:13](=[O:15])[CH3:14])[C@@H:4]([CH3:16])[CH2:3]1.Cl[C:18]1[CH:25]=[CH:24][C:21]([C:22]#[N:23])=[CH:20][N:19]=1.CCN(C(C)C)C(C)C.O. The catalyst is CN1C(=O)CCC1. The product is [C:13]([N:5]1[C:6]2[C:11](=[CH:10][C:9]([Br:12])=[CH:8][CH:7]=2)[C@H:2]([NH:1][C:18]2[CH:25]=[CH:24][C:21]([C:22]#[N:23])=[CH:20][N:19]=2)[CH2:3][C@@H:4]1[CH3:16])(=[O:15])[CH3:14]. The yield is 0.760. (7) The reactants are [OH:1][NH:2][C:3](=[NH:18])[CH2:4][CH2:5][CH2:6][N:7]1[C:11]2[CH:12]=[CH:13][CH:14]=[CH:15][C:10]=2[N:9]=[C:8]1[CH2:16][OH:17].B(F)(F)F.[CH3:23]COCC. The catalyst is C(OC)(OC)OC. The product is [O:1]1[CH:23]=[N:18][C:3]([CH2:4][CH2:5][CH2:6][N:7]2[C:11]3[CH:12]=[CH:13][CH:14]=[CH:15][C:10]=3[N:9]=[C:8]2[CH2:16][OH:17])=[N:2]1. The yield is 0.730. (8) The yield is 0.880. The reactants are [Br:1][C:2]1[CH:7]=[CH:6][C:5]([C:8]([C:14]2[CH:15]=[N:16][CH:17]=[N:18][CH:19]=2)([OH:13])[C:9]([CH3:12])([CH3:11])[CH3:10])=[C:4]([F:20])[CH:3]=1.[H-].[Na+].I[CH3:24]. The catalyst is C1COCC1. The product is [Br:1][C:2]1[CH:7]=[CH:6][C:5]([C:8]([C:14]2[CH:19]=[N:18][CH:17]=[N:16][CH:15]=2)([O:13][CH3:24])[C:9]([CH3:12])([CH3:11])[CH3:10])=[C:4]([F:20])[CH:3]=1. (9) The reactants are Br[CH:2]1[C:10]2([CH2:15][CH2:14][N:13]([C:16]([O:18][CH2:19][C:20]3[CH:25]=[CH:24][CH:23]=[CH:22][CH:21]=3)=[O:17])[CH2:12][CH2:11]2)[CH2:9][C:8]2[C:4](=[N:5][N:6]([C:26]([CH3:29])([CH3:28])[CH3:27])[CH:7]=2)[CH:3]1[O:30]C.CC(C)([O-])C.[K+].Cl. The catalyst is O1CCCC1.O. The product is [C:26]([N:6]1[CH:7]=[C:8]2[C:4]([C:3](=[O:30])[CH2:2][C:10]3([CH2:9]2)[CH2:15][CH2:14][N:13]([C:16]([O:18][CH2:19][C:20]2[CH:25]=[CH:24][CH:23]=[CH:22][CH:21]=2)=[O:17])[CH2:12][CH2:11]3)=[N:5]1)([CH3:29])([CH3:27])[CH3:28]. The yield is 0.710.